This data is from Forward reaction prediction with 1.9M reactions from USPTO patents (1976-2016). The task is: Predict the product of the given reaction. (1) The product is: [Cl:1][C:2]1[CH:7]=[C:6]([NH:8][C:26]([NH:25][C:19]2[CH:24]=[CH:23][CH:22]=[CH:21][CH:20]=2)=[O:27])[CH:5]=[CH:4][C:3]=1[NH:9][C:10](=[O:18])[C@:11]([OH:17])([CH3:16])[C:12]([F:13])([F:15])[F:14]. Given the reactants [Cl:1][C:2]1[CH:7]=[C:6]([NH2:8])[CH:5]=[CH:4][C:3]=1[NH:9][C:10](=[O:18])[C@:11]([OH:17])([CH3:16])[C:12]([F:15])([F:14])[F:13].[C:19]1([N:25]=[C:26]=[O:27])[CH:24]=[CH:23][CH:22]=[CH:21][CH:20]=1, predict the reaction product. (2) Given the reactants [CH:1]([C:3]1[CH:8]=[CH:7][C:6]([OH:9])=[CH:5][CH:4]=1)=[CH2:2].Cl[CH2:11][C:12]1[C:21]2[C:16](=[CH:17][CH:18]=[CH:19][CH:20]=2)[N:15]=[C:14]([CH3:22])[CH:13]=1.C([O-])([O-])=O.[Cs+].[Cs+].[Na+].[I-], predict the reaction product. The product is: [CH3:22][C:14]1[CH:13]=[C:12]([CH2:11][O:9][C:6]2[CH:7]=[CH:8][C:3]([CH:1]=[CH2:2])=[CH:4][CH:5]=2)[C:21]2[C:16](=[CH:17][CH:18]=[CH:19][CH:20]=2)[N:15]=1. (3) Given the reactants [CH2:1]([N:4]1[CH2:9][CH2:8][O:7][CH2:6][CH2:5]1)[CH:2]=[CH2:3].C12BC(CCC1)CCC2.[NH2:19][C:20]1[CH:21]=[C:22]([CH:48]=[CH:49][CH:50]=1)[O:23][C:24]1[N:25]=[C:26]([NH:33][C:34]2[CH:39]=[CH:38][C:37]([N:40]3[CH2:45][CH2:44][N:43]([CH3:46])[CH2:42][CH2:41]3)=[C:36](Br)[CH:35]=2)[C:27]([C:30]([NH2:32])=[O:31])=[N:28][CH:29]=1.C(=O)([O-])[O-].[K+].[K+], predict the reaction product. The product is: [NH2:19][C:20]1[CH:21]=[C:22]([CH:48]=[CH:49][CH:50]=1)[O:23][C:24]1[N:25]=[C:26]([NH:33][C:34]2[CH:35]=[CH:36][C:37]([N:40]3[CH2:45][CH2:44][N:43]([CH3:46])[CH2:42][CH2:41]3)=[C:38]([CH2:3][CH2:2][CH2:1][N:4]3[CH2:9][CH2:8][O:7][CH2:6][CH2:5]3)[CH:39]=2)[C:27]([C:30]([NH2:32])=[O:31])=[N:28][CH:29]=1. (4) The product is: [CH2:1]([O:3][C:4]([C:6]1[CH:7]=[N:8][C:9]2[C:14]([C:15]=1[NH:27][CH2:20][C:21]1[CH:26]=[CH:25][CH:24]=[CH:23][CH:22]=1)=[CH:13][CH:12]=[CH:11][C:10]=2[NH2:17])=[O:5])[CH3:2]. Given the reactants [CH2:1]([O:3][C:4]([C:6]1[CH:7]=[N:8][C:9]2[C:14]([C:15]=1Cl)=[CH:13][CH:12]=[CH:11][C:10]=2[N+:17]([O-])=O)=[O:5])[CH3:2].[CH2:20]([NH2:27])[C:21]1[CH:26]=[CH:25][CH:24]=[CH:23][CH:22]=1, predict the reaction product. (5) Given the reactants Br[C:2]1[CH:3]=[C:4](NC)[CH:5]=[N:6][CH:7]=1.[Cl:10][C:11]1[CH:12]=[C:13]2[C:17](=[CH:18][CH:19]=1)[C:16](=[O:20])[NH:15][C:14]2([CH3:22])[CH3:21].C([O-])([O-])=O.[Cs+].[Cs+].[NH2:29][C@H:30]1CCCC[C@@H]1N, predict the reaction product. The product is: [NH2:29][CH2:30][C:4]1[CH:3]=[C:2]([N:15]2[C:14]([CH3:22])([CH3:21])[C:13]3[C:17](=[CH:18][CH:19]=[C:11]([Cl:10])[CH:12]=3)[C:16]2=[O:20])[CH:7]=[N:6][CH:5]=1. (6) Given the reactants [H-].[Na+].[CH2:3]([C:5]1[CH:10]=[CH:9][C:8]([OH:11])=[C:7]([O:12][CH3:13])[CH:6]=1)[CH3:4].[F:14][C:15]1[CH:20]=[CH:19][CH:18]=[C:17](F)[N:16]=1, predict the reaction product. The product is: [CH2:3]([C:5]1[CH:10]=[CH:9][C:8]([O:11][C:17]2[CH:18]=[CH:19][CH:20]=[C:15]([F:14])[N:16]=2)=[C:7]([O:12][CH3:13])[CH:6]=1)[CH3:4]. (7) Given the reactants [C:1]([N:8]1[CH2:13][CH2:12][O:11][CH2:10][C@@H:9]1[C:14]([OH:16])=O)(OC(C)(C)C)=O.[CH3:17][NH:18][CH:19]1[CH2:24][CH2:23][CH2:22][CH2:21][CH2:20]1.CN(C(ON1N=NC2C=CC=NC1=2)=[N+](C)C)C.F[P-](F)(F)(F)(F)F.CN(C)C.[CH:53]1(C=O)[CH2:58][CH2:57][CH2:56][CH2:55][CH2:54]1, predict the reaction product. The product is: [CH:19]1([N:18]([CH3:17])[C:14]([C@H:9]2[CH2:10][O:11][CH2:12][CH2:13][N:8]2[CH2:1][CH:53]2[CH2:58][CH2:57][CH2:56][CH2:55][CH2:54]2)=[O:16])[CH2:24][CH2:23][CH2:22][CH2:21][CH2:20]1. (8) Given the reactants [NH2:1][C:2]1[O:3][C:4]2[C:9]([CH:10]([C:14]3[CH:19]=[C:18]([O:20][CH3:21])[C:17]([O:22][CH3:23])=[C:16]([Br:24])[CH:15]=3)[C:11]=1[C:12]#[N:13])=[CH:8][CH:7]=[C:6]([N:25]([CH3:27])[CH3:26])[CH:5]=2.[Cl:28][CH2:29][C:30](Cl)=[O:31], predict the reaction product. The product is: [Cl:28][CH2:29][C:30]([NH:1][C:2]1[O:3][C:4]2[C:9]([CH:10]([C:14]3[CH:19]=[C:18]([O:20][CH3:21])[C:17]([O:22][CH3:23])=[C:16]([Br:24])[CH:15]=3)[C:11]=1[C:12]#[N:13])=[CH:8][CH:7]=[C:6]([N:25]([CH3:27])[CH3:26])[CH:5]=2)=[O:31].